From a dataset of Experimentally validated miRNA-target interactions with 360,000+ pairs, plus equal number of negative samples. Binary Classification. Given a miRNA mature sequence and a target amino acid sequence, predict their likelihood of interaction. The miRNA is cel-miR-1-3p with sequence UGGAAUGUAAAGAAGUAUGUA. The protein sequence of the target gene is MMMCAATASPAAASSGPGGDGFFAAATISSSPAPGALFMPVPDGSVAAAGLGLGLPTTDSRGHYQLLLSGRALADRYRRIYTTALSDRDQAGSSTGHPASRNKKILNKKKLKRKQKSKSKVKTRSKSENVENTVIIPDIKLHSNPSAFNIYCNVRHCVLEWQKKETSLAAASKNSVQSGESDSDEEEESREPPIKLPKIIEVGLCEVFELIKETRFSHPSLCLRSLQALLNVLQGQQPEGLQSEPPEVLESLFQLLLEITVRSTGMNDSTGQSLTALSCACLFSLVASWGETGRTLQAIS.... Result: 0 (no interaction).